Dataset: Full USPTO retrosynthesis dataset with 1.9M reactions from patents (1976-2016). Task: Predict the reactants needed to synthesize the given product. (1) The reactants are: [I:1][C:2]1[C:3]2[O:10][C:9]([CH:11]([OH:13])[CH3:12])=[CH:8][C:4]=2[CH:5]=[N:6][CH:7]=1.C[N+]1([O-])CCOCC1. Given the product [I:1][C:2]1[C:3]2[O:10][C:9]([C:11](=[O:13])[CH3:12])=[CH:8][C:4]=2[CH:5]=[N:6][CH:7]=1, predict the reactants needed to synthesize it. (2) Given the product [Cl:1][C:2]1([CH2:8][C:9]([OH:11])=[O:10])[NH:6][C:5]([CH3:7])=[CH:4][S:3]1, predict the reactants needed to synthesize it. The reactants are: [Cl:1][C:2]1([CH2:8][C:9]([O:11]CC)=[O:10])[NH:6][C:5]([CH3:7])=[CH:4][S:3]1.[OH-].[Na+]. (3) Given the product [Br:22][C:18]1[C:19]([CH3:21])=[C:20]2[C:15](=[CH:16][C:17]=1[CH3:23])[O:14][C:12](=[O:13])[CH:11]=[C:10]2[C:6]1[CH:7]=[CH:8][CH:9]=[C:4]([N+:1]([O-:3])=[O:2])[CH:5]=1, predict the reactants needed to synthesize it. The reactants are: [N+:1]([C:4]1[CH:5]=[C:6]([C:10]#[C:11][C:12]([O:14][C:15]2[CH:20]=[C:19]([CH3:21])[C:18]([Br:22])=[C:17]([CH3:23])[CH:16]=2)=[O:13])[CH:7]=[CH:8][CH:9]=1)([O-:3])=[O:2].C(O)(C(F)(F)F)=O.ClCCCl. (4) Given the product [F:25][C:2]([F:1])([F:24])[CH:3]([NH:6][C:7]1[N:8]=[CH:9][C:10]2[CH2:16][CH2:15][NH:14][CH2:13][C:11]=2[N:12]=1)[CH2:4][OH:5], predict the reactants needed to synthesize it. The reactants are: [F:1][C:2]([F:25])([F:24])[CH:3]([NH:6][C:7]1[N:8]=[CH:9][C:10]2[CH2:16][CH2:15][N:14](C(OC(C)(C)C)=O)[CH2:13][C:11]=2[N:12]=1)[CH2:4][OH:5].C(O)(C(F)(F)F)=O. (5) Given the product [O:13]=[S:14]1(=[O:24])[CH2:18][C:17]2[CH:19]=[CH:20][C:21]([NH:23][C:2]3[C:7]([C:8]#[N:9])=[C:6]([CH3:10])[N:5]=[C:4]([S:11][CH3:12])[N:3]=3)=[CH:22][C:16]=2[CH2:15]1, predict the reactants needed to synthesize it. The reactants are: Cl[C:2]1[C:7]([C:8]#[N:9])=[C:6]([CH3:10])[N:5]=[C:4]([S:11][CH3:12])[N:3]=1.[O:13]=[S:14]1(=[O:24])[CH2:18][C:17]2[CH:19]=[CH:20][C:21]([NH2:23])=[CH:22][C:16]=2[CH2:15]1. (6) The reactants are: [Cl:1][C:2]1[N:7]=[C:6](Cl)[C:5]([O:9][CH3:10])=[CH:4][N:3]=1.[CH3:11]B1OB(C)OB(C)O1.P([O-])([O-])([O-])=O.[K+].[K+].[K+]. Given the product [Cl:1][C:2]1[N:7]=[C:6]([CH3:11])[C:5]([O:9][CH3:10])=[CH:4][N:3]=1, predict the reactants needed to synthesize it. (7) Given the product [Br:1][C:2]1[CH:3]=[C:4]([C:5](=[O:6])[CH2:15][CH2:14][C:13]#[N:16])[CH:7]=[CH:8][CH:9]=1, predict the reactants needed to synthesize it. The reactants are: [Br:1][C:2]1[CH:3]=[C:4]([CH:7]=[CH:8][CH:9]=1)[CH:5]=[O:6].[C-]#N.[Na+].[C:13](#[N:16])[CH:14]=[CH2:15].CC(O)=O.